This data is from Forward reaction prediction with 1.9M reactions from USPTO patents (1976-2016). The task is: Predict the product of the given reaction. (1) Given the reactants [CH2:1]([C:3]1[CH:7]=[C:6]([C:8]([OH:10])=O)[N:5]([CH3:11])[N:4]=1)[CH3:2].O1CCCC1.C(Cl)(=O)C(Cl)=O.[NH2:23][C:24]1[CH:25]=[C:26]([CH:43]=[CH:44][C:45]=1[CH3:46])[O:27][C:28]1[CH:29]=[CH:30][C:31]2[N:32]([CH:34]=[C:35]([NH:37][C:38]([CH:40]3[CH2:42][CH2:41]3)=[O:39])[N:36]=2)[N:33]=1, predict the reaction product. The product is: [CH:40]1([C:38]([NH:37][C:35]2[N:36]=[C:31]3[CH:30]=[CH:29][C:28]([O:27][C:26]4[CH:43]=[CH:44][C:45]([CH3:46])=[C:24]([NH:23][C:8]([C:6]5[N:5]([CH3:11])[N:4]=[C:3]([CH2:1][CH3:2])[CH:7]=5)=[O:10])[CH:25]=4)=[N:33][N:32]3[CH:34]=2)=[O:39])[CH2:41][CH2:42]1. (2) Given the reactants [N+:1]([C:4]1[CH:5]=[C:6]2[CH:12]=[C:11]([C:13]([O:15][CH3:16])=[O:14])[NH:10][C:7]2=[N:8][CH:9]=1)([O-])=O.[H][H], predict the reaction product. The product is: [NH2:1][C:4]1[CH:5]=[C:6]2[CH:12]=[C:11]([C:13]([O:15][CH3:16])=[O:14])[NH:10][C:7]2=[N:8][CH:9]=1.